Dataset: Peptide-MHC class I binding affinity with 185,985 pairs from IEDB/IMGT. Task: Regression. Given a peptide amino acid sequence and an MHC pseudo amino acid sequence, predict their binding affinity value. This is MHC class I binding data. The peptide sequence is SQISNTEMY. The MHC is HLA-B57:01 with pseudo-sequence HLA-B57:01. The binding affinity (normalized) is 0.213.